From a dataset of Catalyst prediction with 721,799 reactions and 888 catalyst types from USPTO. Predict which catalyst facilitates the given reaction. (1) The catalyst class is: 5. Product: [S:1]1[CH:5]=[C:4]([CH:6]([CH3:12])[C:7]([OH:9])=[O:8])[N:3]=[CH:2]1. Reactant: [S:1]1[CH:5]=[C:4]([CH:6]([CH3:12])[C:7]([O:9]CC)=[O:8])[N:3]=[CH:2]1.[OH-].[Na+].O. (2) Reactant: [CH2:1]([O:8][C:9]1[CH:10]=[C:11]([CH:14]=[CH:15][C:16]=1[O:17][CH2:18][CH2:19][CH2:20][F:21])[CH:12]=O)[C:2]1[CH:7]=[CH:6][CH:5]=[CH:4][CH:3]=1.C([O-])(=O)C.[NH4+].[N+:27]([CH3:30])([O-:29])=[O:28]. The catalyst class is: 15. Product: [CH2:1]([O:8][C:9]1[CH:10]=[C:11](/[CH:12]=[CH:30]/[N+:27]([O-:29])=[O:28])[CH:14]=[CH:15][C:16]=1[O:17][CH2:18][CH2:19][CH2:20][F:21])[C:2]1[CH:7]=[CH:6][CH:5]=[CH:4][CH:3]=1.